Dataset: NCI-60 drug combinations with 297,098 pairs across 59 cell lines. Task: Regression. Given two drug SMILES strings and cell line genomic features, predict the synergy score measuring deviation from expected non-interaction effect. (1) Drug 1: C1CCC(C(C1)N)N.C(=O)(C(=O)[O-])[O-].[Pt+4]. Drug 2: C1C(C(OC1N2C=NC(=NC2=O)N)CO)O. Cell line: SR. Synergy scores: CSS=72.6, Synergy_ZIP=-2.37, Synergy_Bliss=-0.809, Synergy_Loewe=4.67, Synergy_HSA=6.54. (2) Drug 1: C1=CC(=CC=C1CCC2=CNC3=C2C(=O)NC(=N3)N)C(=O)NC(CCC(=O)O)C(=O)O. Drug 2: C(CC(=O)O)C(=O)CN.Cl. Cell line: HT29. Synergy scores: CSS=29.6, Synergy_ZIP=1.41, Synergy_Bliss=-0.218, Synergy_Loewe=-23.8, Synergy_HSA=1.04. (3) Drug 1: CC(C1=C(C=CC(=C1Cl)F)Cl)OC2=C(N=CC(=C2)C3=CN(N=C3)C4CCNCC4)N. Drug 2: CC1=C(C(=O)C2=C(C1=O)N3CC4C(C3(C2COC(=O)N)OC)N4)N. Cell line: SK-MEL-28. Synergy scores: CSS=19.8, Synergy_ZIP=-4.83, Synergy_Bliss=0.488, Synergy_Loewe=-8.53, Synergy_HSA=-2.82. (4) Drug 1: CC1=C(N=C(N=C1N)C(CC(=O)N)NCC(C(=O)N)N)C(=O)NC(C(C2=CN=CN2)OC3C(C(C(C(O3)CO)O)O)OC4C(C(C(C(O4)CO)O)OC(=O)N)O)C(=O)NC(C)C(C(C)C(=O)NC(C(C)O)C(=O)NCCC5=NC(=CS5)C6=NC(=CS6)C(=O)NCCC[S+](C)C)O. Drug 2: CC(C)(C#N)C1=CC(=CC(=C1)CN2C=NC=N2)C(C)(C)C#N. Cell line: HOP-92. Synergy scores: CSS=47.2, Synergy_ZIP=1.33, Synergy_Bliss=1.40, Synergy_Loewe=-3.34, Synergy_HSA=0.241. (5) Drug 1: CC1=C2C(C(=O)C3(C(CC4C(C3C(C(C2(C)C)(CC1OC(=O)C(C(C5=CC=CC=C5)NC(=O)OC(C)(C)C)O)O)OC(=O)C6=CC=CC=C6)(CO4)OC(=O)C)OC)C)OC. Drug 2: COC1=NC(=NC2=C1N=CN2C3C(C(C(O3)CO)O)O)N. Cell line: NCIH23. Synergy scores: CSS=53.1, Synergy_ZIP=8.75, Synergy_Bliss=7.40, Synergy_Loewe=-41.0, Synergy_HSA=7.44.